From a dataset of Reaction yield outcomes from USPTO patents with 853,638 reactions. Predict the reaction yield, written as a fraction of the theoretical maximum amount of product (1.0 means a 100% yield; for example, 0.34 means a 34% yield). The reactants are [OH:1]O.[CH:3]([C:6]1[C:7]([CH3:12])=[N:8][CH:9]=[CH:10][CH:11]=1)([CH3:5])[CH3:4]. The catalyst is CC(O)=O. The product is [CH:3]([C:6]1[C:7]([CH3:12])=[N+:8]([O-:1])[CH:9]=[CH:10][CH:11]=1)([CH3:5])[CH3:4]. The yield is 0.940.